Task: Regression. Given two drug SMILES strings and cell line genomic features, predict the synergy score measuring deviation from expected non-interaction effect.. Dataset: NCI-60 drug combinations with 297,098 pairs across 59 cell lines (1) Drug 1: CN1CCC(CC1)COC2=C(C=C3C(=C2)N=CN=C3NC4=C(C=C(C=C4)Br)F)OC. Drug 2: C1C(C(OC1N2C=NC3=C2NC=NCC3O)CO)O. Cell line: HOP-92. Synergy scores: CSS=15.6, Synergy_ZIP=-4.32, Synergy_Bliss=1.55, Synergy_Loewe=-4.02, Synergy_HSA=2.94. (2) Drug 1: CS(=O)(=O)C1=CC(=C(C=C1)C(=O)NC2=CC(=C(C=C2)Cl)C3=CC=CC=N3)Cl. Drug 2: C1CCC(C1)C(CC#N)N2C=C(C=N2)C3=C4C=CNC4=NC=N3. Cell line: A498. Synergy scores: CSS=3.13, Synergy_ZIP=-1.02, Synergy_Bliss=0.522, Synergy_Loewe=-0.660, Synergy_HSA=-0.553. (3) Drug 1: CC1C(C(=O)NC(C(=O)N2CCCC2C(=O)N(CC(=O)N(C(C(=O)O1)C(C)C)C)C)C(C)C)NC(=O)C3=C4C(=C(C=C3)C)OC5=C(C(=O)C(=C(C5=N4)C(=O)NC6C(OC(=O)C(N(C(=O)CN(C(=O)C7CCCN7C(=O)C(NC6=O)C(C)C)C)C)C(C)C)C)N)C. Drug 2: CC(C)CN1C=NC2=C1C3=CC=CC=C3N=C2N. Cell line: EKVX. Synergy scores: CSS=3.21, Synergy_ZIP=-1.09, Synergy_Bliss=-1.65, Synergy_Loewe=1.04, Synergy_HSA=-1.11. (4) Synergy scores: CSS=11.8, Synergy_ZIP=-3.64, Synergy_Bliss=1.46, Synergy_Loewe=-8.42, Synergy_HSA=0.488. Drug 2: CN1C2=C(C=C(C=C2)N(CCCl)CCCl)N=C1CCCC(=O)O.Cl. Drug 1: CCN(CC)CCNC(=O)C1=C(NC(=C1C)C=C2C3=C(C=CC(=C3)F)NC2=O)C. Cell line: EKVX.